This data is from Reaction yield outcomes from USPTO patents with 853,638 reactions. The task is: Predict the reaction yield, written as a fraction of the theoretical maximum amount of product (1.0 means a 100% yield; for example, 0.34 means a 34% yield). The reactants are [C:1](O)(=[O:9])[C:2]1[C:3](=[CH:5][CH:6]=[CH:7][CH:8]=1)O.[C:11]1([CH:19]=[C:17]([OH:18])[CH:16]=[C:14]([OH:15])[CH:13]=1)[OH:12]. No catalyst specified. The product is [OH:12][C:11]1[C:19]2[C:1](=[O:9])[C:2]3[C:8](=[CH:7][CH:6]=[CH:5][CH:3]=3)[O:18][C:17]=2[CH:16]=[C:14]([OH:15])[CH:13]=1. The yield is 0.930.